From a dataset of Catalyst prediction with 721,799 reactions and 888 catalyst types from USPTO. Predict which catalyst facilitates the given reaction. (1) Reactant: [Br:1][C:2]1[CH:3]=[CH:4][C:5]2[O:9][C:8]3([CH2:15][CH2:14][C:13]4[CH:16]=[CH:17][CH:18]=[CH:19][C:12]=4[CH2:11][CH2:10]3)[C:7](=O)[C:6]=2[CH:21]=1.C[Si](C)(C)[N:24]=[C:25]=[N:26][Si](C)(C)C. Product: [Br:1][C:2]1[CH:3]=[CH:4][C:5]2[O:9][C:8]3([CH2:15][CH2:14][C:13]4[CH:16]=[CH:17][CH:18]=[CH:19][C:12]=4[CH2:11][CH2:10]3)[C:7](=[N:26][C:25]#[N:24])[C:6]=2[CH:21]=1. The catalyst class is: 388. (2) Reactant: [NH2:1][C:2]1[C:11]2[N:12]=[C:13]([CH2:31][CH2:32][O:33][CH3:34])[N:14]([CH2:15][CH2:16][CH2:17][NH:18][CH2:19][C:20]3[CH:25]=[CH:24][C:23]([CH2:26][C:27]([O:29][CH3:30])=[O:28])=[CH:22][CH:21]=3)[C:10]=2[C:9]2[CH:8]=[CH:7][CH:6]=[CH:5][C:4]=2[N:3]=1.[N:35]1([CH2:41][CH2:42][C:43](O)=[O:44])[CH2:40][CH2:39][CH2:38][CH2:37][CH2:36]1.CN(C(ON1N=NC2C=CC=NC1=2)=[N+](C)C)C.F[P-](F)(F)(F)(F)F.CO. Product: [NH2:1][C:2]1[C:11]2[N:12]=[C:13]([CH2:31][CH2:32][O:33][CH3:34])[N:14]([CH2:15][CH2:16][CH2:17][N:18]([CH2:19][C:20]3[CH:21]=[CH:22][C:23]([CH2:26][C:27]([O:29][CH3:30])=[O:28])=[CH:24][CH:25]=3)[C:43](=[O:44])[CH2:42][CH2:41][N:35]3[CH2:40][CH2:39][CH2:38][CH2:37][CH2:36]3)[C:10]=2[C:9]2[CH:8]=[CH:7][CH:6]=[CH:5][C:4]=2[N:3]=1. The catalyst class is: 3.